Dataset: Forward reaction prediction with 1.9M reactions from USPTO patents (1976-2016). Task: Predict the product of the given reaction. (1) Given the reactants FC(F)(F)S(O[C:7]1[CH2:12][CH2:11][N:10]([C:13]2[CH:14]=[N:15][N:16]([CH:18]([CH3:23])[C:19]([O:21][CH3:22])=[O:20])[CH:17]=2)[CH2:9][CH:8]=1)(=O)=O.[CH3:26][C:27]1([CH3:43])[C:31]([CH3:33])([CH3:32])[O:30][B:29]([B:29]2[O:30][C:31]([CH3:33])([CH3:32])[C:27]([CH3:43])([CH3:26])[O:28]2)[O:28]1.C([O-])(=O)C.[K+], predict the reaction product. The product is: [CH3:26][C:27]1([CH3:43])[C:31]([CH3:33])([CH3:32])[O:30][B:29]([C:7]2[CH2:12][CH2:11][N:10]([C:13]3[CH:14]=[N:15][N:16]([CH:18]([CH3:23])[C:19]([O:21][CH3:22])=[O:20])[CH:17]=3)[CH2:9][CH:8]=2)[O:28]1. (2) Given the reactants C([O-])([O-])=O.[K+].[K+].[F:7][C:8]1[CH:16]=[CH:15][C:14](I)=[C:13]2[C:9]=1[CH2:10][N:11]([CH2:19][CH2:20][C:21]1[N:22]=[C:23]3[CH:28]=[CH:27][CH:26]=[CH:25][N:24]3[CH:29]=1)[C:12]2=[O:18].[N:30]1[CH:35]=[CH:34][CH:33]=[C:32](B(O)O)[CH:31]=1.O, predict the reaction product. The product is: [F:7][C:8]1[CH:16]=[CH:15][C:14]([C:32]2[CH:31]=[N:30][CH:35]=[CH:34][CH:33]=2)=[C:13]2[C:9]=1[CH2:10][N:11]([CH2:19][CH2:20][C:21]1[N:22]=[C:23]3[CH:28]=[CH:27][CH:26]=[CH:25][N:24]3[CH:29]=1)[C:12]2=[O:18]. (3) Given the reactants [O:1]([C:8]1[CH:9]=[CH:10][C:11]([NH:14][C:15]2[S:16][CH:17]=[C:18]([CH2:20][O:21]C(=O)C)[N:19]=2)=[N:12][CH:13]=1)[C:2]1[CH:7]=[CH:6][CH:5]=[CH:4][CH:3]=1.[OH-].[Na+], predict the reaction product. The product is: [O:1]([C:8]1[CH:9]=[CH:10][C:11]([NH:14][C:15]2[S:16][CH:17]=[C:18]([CH2:20][OH:21])[N:19]=2)=[N:12][CH:13]=1)[C:2]1[CH:3]=[CH:4][CH:5]=[CH:6][CH:7]=1. (4) Given the reactants Br[CH2:2][C:3]1[CH:8]=[CH:7][C:6]([C:9]2[CH:14]=[CH:13][C:12]([CH2:15]Br)=[CH:11][CH:10]=2)=[CH:5][CH:4]=1.[CH3:17][C:18]1[C:26]([CH3:28])([CH3:27])[C:25]2[C:20](=[CH:21][CH:22]=[CH:23][CH:24]=2)[N:19]=1, predict the reaction product. The product is: [CH3:27][C:26]1([CH3:28])[C:25]2[C:20](=[CH:21][CH:22]=[CH:23][CH:24]=2)[N:19]([CH2:2][C:3]2[CH:8]=[CH:7][C:6]([C:9]3[CH:14]=[CH:13][C:12]([CH2:15][N:19]4[C:20]5[C:25](=[CH:24][CH:23]=[CH:22][CH:21]=5)[C:26]([CH3:27])([CH3:28])[C:18]4=[CH2:17])=[CH:11][CH:10]=3)=[CH:5][CH:4]=2)[C:18]1=[CH2:17].